Task: Predict which catalyst facilitates the given reaction.. Dataset: Catalyst prediction with 721,799 reactions and 888 catalyst types from USPTO (1) Reactant: [CH2:1]([N:3]1[CH:8]=[C:7]([C:9]([OH:11])=O)[C:6](=[O:12])[N:5]([C:13]2[CH:18]=[CH:17][C:16]([F:19])=[CH:15][CH:14]=2)[C:4]1=[O:20])[CH3:2].C(N(CC)C(C)C)(C)C.[CH3:30][O:31][C:32]1[CH:33]=[C:34]2[C:39](=[CH:40][C:41]=1[O:42][CH3:43])[N:38]=[CH:37][CH:36]=[C:35]2[O:44][C:45]1[CH:50]=[CH:49][C:48]([NH2:51])=[CH:47][C:46]=1[F:52]. Product: [CH3:30][O:31][C:32]1[CH:33]=[C:34]2[C:39](=[CH:40][C:41]=1[O:42][CH3:43])[N:38]=[CH:37][CH:36]=[C:35]2[O:44][C:45]1[CH:50]=[CH:49][C:48]([NH:51][C:9]([C:7]2[C:6](=[O:12])[N:5]([C:13]3[CH:18]=[CH:17][C:16]([F:19])=[CH:15][CH:14]=3)[C:4](=[O:20])[N:3]([CH2:1][CH3:2])[CH:8]=2)=[O:11])=[CH:47][C:46]=1[F:52]. The catalyst class is: 508. (2) The catalyst class is: 8. Product: [NH:11]1[CH:12]=[CH:13][CH:14]=[C:10]1[C:8]1[C:7]2[C:2](=[N:3][CH:4]=[CH:5][CH:6]=2)[NH:17][N:16]=1. Reactant: Cl[C:2]1[C:7]([C:8]([C:10]2[NH:11][CH:12]=[CH:13][CH:14]=2)=O)=[CH:6][CH:5]=[CH:4][N:3]=1.O.[NH2:16][NH2:17]. (3) Reactant: [Br:1][C:2]1[CH:7]=[CH:6][C:5]([N:8]2[CH:12]=[C:11]([C:13](=[O:15])[CH3:14])[N:10]=[C:9]2[C:16]2[CH:21]=[CH:20][CH:19]=[CH:18][C:17]=2[Cl:22])=[C:4]([Cl:23])[CH:3]=1.[Li+].C[Si]([N-][Si](C)(C)C)(C)C.[F:34][C:35]([F:42])([F:41])[C:36](OCC)=[O:37]. Product: [Br:1][C:2]1[CH:7]=[CH:6][C:5]([N:8]2[CH:12]=[C:11]([C:13](=[O:15])[CH2:14][C:36](=[O:37])[C:35]([F:42])([F:41])[F:34])[N:10]=[C:9]2[C:16]2[CH:21]=[CH:20][CH:19]=[CH:18][C:17]=2[Cl:22])=[C:4]([Cl:23])[CH:3]=1. The catalyst class is: 1.